From a dataset of Forward reaction prediction with 1.9M reactions from USPTO patents (1976-2016). Predict the product of the given reaction. (1) Given the reactants [CH3:1][N:2]([CH3:13])[CH:3]=[CH:4][C:5]([C:7]1[NH:11][C:10]([CH3:12])=[N:9][CH:8]=1)=[O:6].[CH3:14]N(C(OC)OC)C, predict the reaction product. The product is: [CH3:13][N:2]([CH3:1])[CH:3]=[CH:4][C:5]([C:7]1[N:11]([CH3:14])[C:10]([CH3:12])=[N:9][CH:8]=1)=[O:6]. (2) Given the reactants Br[CH2:2][C:3]([C:5]1[CH:10]=[CH:9][C:8]([N:11]([CH2:14][CH3:15])[CH2:12][CH3:13])=[CH:7][CH:6]=1)=O.[NH2:16][N:17]1[C:21]([C:22]2[CH:27]=[CH:26][C:25]([O:28][CH3:29])=[C:24]([O:30][CH3:31])[CH:23]=2)=[N:20][N:19]=[C:18]1[SH:32], predict the reaction product. The product is: [CH2:12]([N:11]([CH2:14][CH3:15])[C:8]1[CH:9]=[CH:10][C:5]([C:3]2[CH2:2][S:32][C:18]3=[N:19][N:20]=[C:21]([C:22]4[CH:27]=[CH:26][C:25]([O:28][CH3:29])=[C:24]([O:30][CH3:31])[CH:23]=4)[N:17]3[N:16]=2)=[CH:6][CH:7]=1)[CH3:13]. (3) Given the reactants [F:1][C:2]1([F:27])[CH2:4][CH:3]1[CH2:5][N:6]1[C:14]2[C:9](=[N:10][C:11]([C:15]3[CH:16]=[C:17]([CH2:22]O)[CH:18]=[CH:19][C:20]=3[CH3:21])=[CH:12][CH:13]=2)[N:8]([CH3:24])[S:7]1(=[O:26])=[O:25].C(N(CC)CC)C.S(Cl)(C)(=O)=O.[C:40]([N:43]1[CH2:48][CH2:47][NH:46][CH2:45][CH2:44]1)(=[O:42])[CH3:41].CCN(C(C)C)C(C)C, predict the reaction product. The product is: [F:27][C:2]1([F:1])[CH2:4][CH:3]1[CH2:5][N:6]1[C:14]2[C:9](=[N:10][C:11]([C:15]3[CH:16]=[C:17]([CH:18]=[CH:19][C:20]=3[CH3:21])[CH2:22][N:46]3[CH2:47][CH2:48][N:43]([C:40](=[O:42])[CH3:41])[CH2:44][CH2:45]3)=[CH:12][CH:13]=2)[N:8]([CH3:24])[S:7]1(=[O:25])=[O:26]. (4) Given the reactants [F:1][C:2]1[CH:9]=[C:8]([OH:10])[CH:7]=[CH:6][C:3]=1[CH:4]=[O:5].Br[CH2:12][CH2:13][O:14][CH2:15][C:16]1[CH:21]=[CH:20][CH:19]=[CH:18][CH:17]=1, predict the reaction product. The product is: [CH2:15]([O:14][CH2:13][CH2:12][O:10][C:8]1[CH:7]=[CH:6][C:3]([CH:4]=[O:5])=[C:2]([F:1])[CH:9]=1)[C:16]1[CH:21]=[CH:20][CH:19]=[CH:18][CH:17]=1. (5) Given the reactants [CH:1]1[C:13]2[NH:12][C:11]3[C:6](=[CH:7][CH:8]=[CH:9][CH:10]=3)[C:5]=2[CH:4]=[C:3]([C:14](OCC)=[O:15])[N:2]=1.[Li+].[BH4-].O, predict the reaction product. The product is: [OH:15][CH2:14][C:3]1[N:2]=[CH:1][C:13]2[NH:12][C:11]3[C:6]([C:5]=2[CH:4]=1)=[CH:7][CH:8]=[CH:9][CH:10]=3. (6) Given the reactants [CH3:1][CH:2]1[C:6](=O)[CH2:5][CH2:4][C:3]1=[O:8].[C:9]([C:11]1[CH:12]=[C:13]([CH:15]=[CH:16][CH:17]=1)[NH2:14])#[CH:10].C(O)(=O)C, predict the reaction product. The product is: [C:9]([C:11]1[CH:12]=[C:13]([NH:14][C:6]2[CH2:5][CH2:4][C:3](=[O:8])[C:2]=2[CH3:1])[CH:15]=[CH:16][CH:17]=1)#[CH:10]. (7) Given the reactants [F:1][C:2]1[CH:7]=[CH:6][CH:5]=[CH:4][C:3]=1[C:8]1[C:9]([C:18]([OH:20])=O)=[CH:10][C:11]([S:14]([CH3:17])(=[O:16])=[O:15])=[CH:12][CH:13]=1.[F:21][C:22]1[CH:23]=[C:24]([N:29]2[CH2:34][CH2:33][NH:32][CH2:31][CH2:30]2)[CH:25]=[C:26]([F:28])[CH:27]=1, predict the reaction product. The product is: [F:28][C:26]1[CH:25]=[C:24]([N:29]2[CH2:34][CH2:33][N:32]([C:18]([C:9]3[CH:10]=[C:11]([S:14]([CH3:17])(=[O:15])=[O:16])[CH:12]=[CH:13][C:8]=3[C:3]3[CH:4]=[CH:5][CH:6]=[CH:7][C:2]=3[F:1])=[O:20])[CH2:31][CH2:30]2)[CH:23]=[C:22]([F:21])[CH:27]=1. (8) Given the reactants [C:1]([C:3]1[S:4][CH:5]=[CH:6][C:7]=1[C:8]([O:10]C)=O)#[N:2].[CH2:12]([Mg]Br)[CH3:13].B(F)(F)F.CCOCC, predict the reaction product. The product is: [C:1]12([C:3]3[S:4][CH:5]=[CH:6][C:7]=3[C:8](=[O:10])[NH:2]1)[CH2:13][CH2:12]2. (9) The product is: [Cl:13][C:14]1[CH:15]=[CH:16][C:17]([O:23][CH3:24])=[C:18]([CH:20]([NH:22][C:2]2[CH:7]=[C:6]([F:8])[CH:5]=[CH:4][C:3]=2[S:9]([CH3:12])(=[O:11])=[O:10])[CH3:21])[CH:19]=1. Given the reactants F[C:2]1[CH:7]=[C:6]([F:8])[CH:5]=[CH:4][C:3]=1[S:9]([CH3:12])(=[O:11])=[O:10].[Cl:13][C:14]1[CH:15]=[CH:16][C:17]([O:23][CH3:24])=[C:18]([CH:20]([NH2:22])[CH3:21])[CH:19]=1.C(N(CC)C(C)C)(C)C, predict the reaction product. (10) Given the reactants [NH2:1]/C=C\C(=O)C(F)(F)F.[CH:10]1([C:13](=O)[CH2:14][C:15]([O:17][CH3:18])=[O:16])[CH2:12][CH2:11]1.[C:20](O)([C:22]([F:25])([F:24])[F:23])=O.C(=O)([O-])[O-].[Na+].[Na+].[C:33]1([CH3:39])C=CC=CC=1, predict the reaction product. The product is: [CH:10]1([C:13]2[N:1]=[C:20]([C:22]([F:25])([F:24])[F:23])[CH:39]=[CH:33][C:14]=2[C:15]([O:17][CH3:18])=[O:16])[CH2:12][CH2:11]1.